Dataset: Reaction yield outcomes from USPTO patents with 853,638 reactions. Task: Predict the reaction yield, written as a fraction of the theoretical maximum amount of product (1.0 means a 100% yield; for example, 0.34 means a 34% yield). (1) The reactants are Cl.[Cl:2][C:3]1[CH:4]=[C:5]([C:20](O)=[O:21])[C:6]2[C:7]([CH3:19])=[C:8]([CH2:15][N:16]([CH3:18])[CH3:17])[N:9]([CH:12]([CH3:14])[CH3:13])[C:10]=2[CH:11]=1.[NH2:23][CH2:24][C:25]1[C:26](=[O:35])[NH:27][C:28]([CH3:34])=[CH:29][C:30]=1[CH2:31][CH2:32][CH3:33].C1C=NC2N(O)N=NC=2C=1.CN1CCOCC1.C(Cl)CCl. The catalyst is CN(C)C=O.ClCCl. The product is [Cl:2][C:3]1[CH:4]=[C:5]([C:20]([NH:23][CH2:24][C:25]2[C:26](=[O:35])[NH:27][C:28]([CH3:34])=[CH:29][C:30]=2[CH2:31][CH2:32][CH3:33])=[O:21])[C:6]2[C:7]([CH3:19])=[C:8]([CH2:15][N:16]([CH3:18])[CH3:17])[N:9]([CH:12]([CH3:13])[CH3:14])[C:10]=2[CH:11]=1. The yield is 0.632. (2) The reactants are [C:1]([CH:5]1[CH2:13][C:12]2[C:7](=[CH:8][C:9]([N+:14]([O-:16])=[O:15])=[CH:10][CH:11]=2)[NH:6]1)([CH3:4])([CH3:3])[CH3:2].C(C1C(=O)C(Cl)=C(Cl)C(=O)C=1C#N)#N. The catalyst is O1CCOCC1. The product is [C:1]([C:5]1[NH:6][C:7]2[C:12]([CH:13]=1)=[CH:11][CH:10]=[C:9]([N+:14]([O-:16])=[O:15])[CH:8]=2)([CH3:4])([CH3:2])[CH3:3]. The yield is 0.800.